Dataset: Full USPTO retrosynthesis dataset with 1.9M reactions from patents (1976-2016). Task: Predict the reactants needed to synthesize the given product. (1) Given the product [Si:6]([O:13][C@@H:14]([CH3:24])[C:15](=[O:23])/[CH:16]=[CH:25]/[C:26]1[CH:31]=[CH:30][CH:29]=[CH:28][CH:27]=1)([C:9]([CH3:12])([CH3:11])[CH3:10])([CH3:8])[CH3:7], predict the reactants needed to synthesize it. The reactants are: C([Li])CCC.[Si:6]([O:13][C@@H:14]([CH3:24])[C:15](=[O:23])[CH2:16]P(=O)(OC)OC)([C:9]([CH3:12])([CH3:11])[CH3:10])([CH3:8])[CH3:7].[CH:25](=O)[C:26]1[CH:31]=[CH:30][CH:29]=[CH:28][CH:27]=1.P(=O)([O-])[O-]. (2) Given the product [N+:27]([C:24]1[CH:25]=[CH:26][C:21]([N:1]2[CH2:6][CH2:5][CH2:4][C@H:3]([NH2:7])[CH2:2]2)=[CH:22][CH:23]=1)([O-:29])=[O:28], predict the reactants needed to synthesize it. The reactants are: [NH:1]1[CH2:6][CH2:5][CH2:4][C@H:3]([NH:7]C(=O)OC(C)(C)C)[CH2:2]1.CN(C)C=O.F[C:21]1[CH:26]=[CH:25][C:24]([N+:27]([O-:29])=[O:28])=[CH:23][CH:22]=1.C(=O)([O-])[O-].[K+].[K+].C(O)(C(F)(F)F)=O. (3) Given the product [F:1][C:2]1[CH:7]=[C:6]([F:8])[CH:5]=[CH:4][C:3]=1[S:9]([C:10]1[C:19]([O:20][CH3:21])=[CH:18][CH:17]=[C:16]2[C:11]=1[CH:12]=[CH:13][C:14]([S:22]([CH3:25])(=[O:23])=[O:24])=[N:15]2)=[O:26], predict the reactants needed to synthesize it. The reactants are: [F:1][C:2]1[CH:7]=[C:6]([F:8])[CH:5]=[CH:4][C:3]=1[S:9][C:10]1[C:19]([O:20][CH3:21])=[CH:18][CH:17]=[C:16]2[C:11]=1[CH:12]=[CH:13][C:14]([S:22]([CH3:25])(=[O:24])=[O:23])=[N:15]2.[OH:26]OS([O-])=O.[K+]. (4) Given the product [F:24][C:23]([F:25])([F:26])[C:21]1[N:22]=[C:18]([NH:17][C:14]2[CH:13]=[CH:12][C:11]([C@H:9]([C:4]3[S:3][N:8]=[C:6]([OH:7])[CH:5]=3)[CH3:10])=[CH:16][CH:15]=2)[S:19][CH:20]=1, predict the reactants needed to synthesize it. The reactants are: II.[S:3]=[C:4]([C@@H:9]([C:11]1[CH:16]=[CH:15][C:14]([NH:17][C:18]2[S:19][CH:20]=[C:21]([C:23]([F:26])([F:25])[F:24])[N:22]=2)=[CH:13][CH:12]=1)[CH3:10])[CH2:5][C:6]([NH2:8])=[O:7].C([O-])([O-])=O.[K+].[K+].Cl. (5) Given the product [NH2:22][C:21]1[CH:20]=[CH:19][C:4]([C:5]([NH:7][CH2:8][C:9]([OH:11])=[O:10])=[O:6])=[CH:3][C:2]=1[F:1], predict the reactants needed to synthesize it. The reactants are: [F:1][C:2]1[CH:3]=[C:4]([CH:19]=[CH:20][C:21]=1[N+:22]([O-])=O)[C:5]([NH:7][CH2:8][C:9]([O:11]CC1C=CC=CC=1)=[O:10])=[O:6]. (6) Given the product [C:1]([N:4]1[C:13]2[C:8](=[CH:9][C:10]([C:32]#[C:31][Si:33]([CH3:36])([CH3:35])[CH3:34])=[CH:11][CH:12]=2)[C@H:7]([NH:15][C:16](=[O:22])[O:17][C:18]([CH3:21])([CH3:20])[CH3:19])[CH2:6][C@@H:5]1[CH3:23])(=[O:3])[CH3:2], predict the reactants needed to synthesize it. The reactants are: [C:1]([N:4]1[C:13]2[C:8](=[CH:9][C:10](Br)=[CH:11][CH:12]=2)[C@H:7]([NH:15][C:16](=[O:22])[O:17][C:18]([CH3:21])([CH3:20])[CH3:19])[CH2:6][C@@H:5]1[CH3:23])(=[O:3])[CH3:2].C(N(CC)CC)C.[C:31]([Si:33]([CH3:36])([CH3:35])[CH3:34])#[CH:32]. (7) Given the product [C:1]([O:5][C:6]([N:8]1[CH2:12][CH2:11][CH2:10][C@H:9]1[C:13]1[C:18]([C:19]([O:21][CH2:22][CH3:23])=[O:20])=[C:17]([C:24]2[CH:25]=[CH:26][C:27]([C:28]([OH:30])=[O:29])=[CH:31][CH:32]=2)[C:16]([C:33]([O:35][CH2:36][CH3:37])=[O:34])=[C:15]([CH2:38][CH2:39][C:40]([F:43])([F:42])[F:41])[N:14]=1)=[O:7])([CH3:3])([CH3:4])[CH3:2], predict the reactants needed to synthesize it. The reactants are: [C:1]([O:5][C:6]([N:8]1[CH2:12][CH2:11][CH2:10][C@H:9]1[C:13]1[NH:14][C:15]([CH2:38][CH2:39][C:40]([F:43])([F:42])[F:41])=[C:16]([C:33]([O:35][CH2:36][CH3:37])=[O:34])[CH:17]([C:24]2[CH:32]=[CH:31][C:27]([C:28]([OH:30])=[O:29])=[CH:26][CH:25]=2)[C:18]=1[C:19]([O:21][CH2:22][CH3:23])=[O:20])=[O:7])([CH3:4])([CH3:3])[CH3:2].O.[N+]([O-])([O-])=O.[NH4+].[Ce]. (8) Given the product [CH:1]1([NH:4][CH2:12][C:13]([NH:14][CH2:15][C:16]2[CH:17]=[C:18]([C:22]3[CH:23]=[CH:24][C:25]([C:28]([F:29])([F:30])[F:31])=[CH:26][CH:27]=3)[CH:19]=[CH:20][CH:21]=2)=[O:32])[CH2:2][CH2:3]1, predict the reactants needed to synthesize it. The reactants are: [CH:1]1([N:4]([CH2:12][C:13](=[O:32])[NH:14][CH2:15][C:16]2[CH:17]=[C:18]([C:22]3[CH:27]=[CH:26][C:25]([C:28]([F:31])([F:30])[F:29])=[CH:24][CH:23]=3)[CH:19]=[CH:20][CH:21]=2)C(=O)OC(C)(C)C)[CH2:3][CH2:2]1.O1CCOCC1. (9) Given the product [CH3:1][O:2][C:3]([C:5]1[N:6]([CH2:34][C:30]2[CH:31]=[CH:32][CH:33]=[C:28]([C:27]([O:26][CH3:25])=[O:36])[CH:29]=2)[C:7](=[O:22])[C:8]2[C:13]([C:14]=1[C:15]1[CH:20]=[CH:19][CH:18]=[CH:17][CH:16]=1)=[CH:12][C:11]([Br:21])=[CH:10][CH:9]=2)=[O:4], predict the reactants needed to synthesize it. The reactants are: [CH3:1][O:2][C:3]([C:5]1[NH:6][C:7](=[O:22])[C:8]2[C:13]([C:14]=1[C:15]1[CH:20]=[CH:19][CH:18]=[CH:17][CH:16]=1)=[CH:12][C:11]([Br:21])=[CH:10][CH:9]=2)=[O:4].[H-].[Na+].[CH3:25][O:26][C:27](=[O:36])[C:28]1[CH:33]=[CH:32][CH:31]=[C:30]([CH2:34]Br)[CH:29]=1.